Dataset: Forward reaction prediction with 1.9M reactions from USPTO patents (1976-2016). Task: Predict the product of the given reaction. (1) Given the reactants [Cl:1][C:2]1[CH:3]=[C:4]([C:8]2[C:9]([C:15]([O:17]CC)=[O:16])=[CH:10][CH:11]=[C:12]([F:14])[CH:13]=2)[CH:5]=[CH:6][CH:7]=1.[OH-].[Na+], predict the reaction product. The product is: [Cl:1][C:2]1[CH:3]=[C:4]([C:8]2[C:9]([C:15]([OH:17])=[O:16])=[CH:10][CH:11]=[C:12]([F:14])[CH:13]=2)[CH:5]=[CH:6][CH:7]=1. (2) Given the reactants [Cl:1][C:2]1[CH:7]=[CH:6][C:5]([C:8]2[N:12]([CH:13]([CH:23]3[CH2:28][CH2:27][CH2:26][CH2:25][CH2:24]3)[CH2:14][O:15]CC3CCCCC3)[C:11]3[CH:29]=[C:30]([F:34])[C:31]([F:33])=[CH:32][C:10]=3[N:9]=2)=[CH:4][CH:3]=1.Br[CH2:36][C:37]1[CH:46]=[CH:45][C:40]([C:41]([O:43][CH3:44])=[O:42])=[CH:39][C:38]=1[O:47][CH3:48], predict the reaction product. The product is: [CH3:44][O:43][C:41](=[O:42])[C:40]1[CH:45]=[CH:46][C:37]([CH2:36][O:15][CH2:14][CH:13]([N:12]2[C:11]3[CH:29]=[C:30]([F:34])[C:31]([F:33])=[CH:32][C:10]=3[N:9]=[C:8]2[C:5]2[CH:6]=[CH:7][C:2]([Cl:1])=[CH:3][CH:4]=2)[CH:23]2[CH2:28][CH2:27][CH2:26][CH2:25][CH2:24]2)=[C:38]([O:47][CH3:48])[CH:39]=1. (3) Given the reactants C(OC(=O)[NH:7][CH2:8][C@@H:9]([NH:16][C:17]([C:19]1[C:23]2[CH2:24][CH2:25][CH2:26][C:27]3[C:28](=[N:29][C:30]([NH:33][C:34]4[CH:39]=[CH:38][C:37]([C:40](=[O:49])[NH:41][CH:42]5[CH2:47][CH2:46][N:45]([CH3:48])[CH2:44][CH2:43]5)=[CH:36][C:35]=4[O:50][CH3:51])=[N:31][CH:32]=3)[C:22]=2[N:21]([CH3:52])[N:20]=1)=[O:18])[C:10]1[CH:15]=[CH:14][CH:13]=[CH:12][CH:11]=1)(C)(C)C.[ClH:54], predict the reaction product. The product is: [ClH:54].[ClH:54].[NH2:7][CH2:8][C@@H:9]([NH:16][C:17]([C:19]1[C:23]2[CH2:24][CH2:25][CH2:26][C:27]3[C:28](=[N:29][C:30]([NH:33][C:34]4[CH:39]=[CH:38][C:37]([C:40](=[O:49])[NH:41][CH:42]5[CH2:47][CH2:46][N:45]([CH3:48])[CH2:44][CH2:43]5)=[CH:36][C:35]=4[O:50][CH3:51])=[N:31][CH:32]=3)[C:22]=2[N:21]([CH3:52])[N:20]=1)=[O:18])[C:10]1[CH:11]=[CH:12][CH:13]=[CH:14][CH:15]=1.